Dataset: Full USPTO retrosynthesis dataset with 1.9M reactions from patents (1976-2016). Task: Predict the reactants needed to synthesize the given product. (1) Given the product [OH:1][C@@:2]1([C:9]#[C:10][C:11]2[CH:12]=[C:13]([N:17]3[C:21]4=[N:22][C:23]([C:26]5[CH:27]=[N:28][N:29]([CH3:31])[CH:30]=5)=[CH:24][CH:25]=[C:20]4[C:19]([C:32]([NH2:36])=[O:34])=[N:18]3)[CH:14]=[CH:15][CH:16]=2)[CH2:6][CH2:5][N:4]([CH3:7])[C:3]1=[O:8], predict the reactants needed to synthesize it. The reactants are: [OH:1][C@@:2]1([C:9]#[C:10][C:11]2[CH:12]=[C:13]([N:17]3[C:21]4=[N:22][C:23]([C:26]5[CH:27]=[N:28][N:29]([CH3:31])[CH:30]=5)=[CH:24][CH:25]=[C:20]4[C:19]([C:32]([O:34]C)=O)=[N:18]3)[CH:14]=[CH:15][CH:16]=2)[CH2:6][CH2:5][N:4]([CH3:7])[C:3]1=[O:8].[NH3:36]. (2) Given the product [CH:16]1[C:17]2[C:22](=[CH:21][CH:20]=[CH:19][CH:18]=2)[CH:23]=[CH:24][C:10]=1[CH2:9][NH:8][C:6](=[O:7])[NH:3][CH2:2][C:1]1[CH:34]=[CH:33][C:29]([C:30]([OH:32])=[O:31])=[CH:28][CH:27]=1, predict the reactants needed to synthesize it. The reactants are: [CH:1]1N=C[N:3]([C:6]([N:8]2C=N[CH:10]=[CH:9]2)=[O:7])[CH:2]=1.NCC1[CH:24]=[CH:23][C:22]2[C:17](=[CH:18][CH:19]=[CH:20][CH:21]=2)[CH:16]=1.NC1[CH:34]=[CH:33][C:29]([C:30]([OH:32])=[O:31])=[CH:28][CH:27]=1.[OH-].[Na+]. (3) Given the product [C:1]([O:5][C:6](=[O:26])[NH:7][C@H:8]1[CH2:13][CH2:12][CH2:11][CH2:10][C@H:9]1[NH:14][C:15]1[N:16]=[CH:17][C:18]2[CH:24]=[N:23][CH:22]=[C:21]([C:35]3[C:43]4[C:38](=[C:39]([C:44]#[N:45])[CH:40]=[CH:41][CH:42]=4)[N:37]([S:46]([C:49]4[CH:54]=[CH:53][C:52]([CH3:55])=[CH:51][CH:50]=4)(=[O:47])=[O:48])[CH:36]=3)[C:19]=2[N:20]=1)([CH3:4])([CH3:3])[CH3:2], predict the reactants needed to synthesize it. The reactants are: [C:1]([O:5][C:6](=[O:26])[NH:7][C@H:8]1[CH2:13][CH2:12][CH2:11][CH2:10][C@H:9]1[NH:14][C:15]1[N:16]=[CH:17][C:18]2[CH:24]=[N:23][CH:22]=[C:21](I)[C:19]=2[N:20]=1)([CH3:4])([CH3:3])[CH3:2].CC1(C)C(C)(C)OB([C:35]2[C:43]3[C:38](=[C:39]([C:44]#[N:45])[CH:40]=[CH:41][CH:42]=3)[N:37]([S:46]([C:49]3[CH:54]=[CH:53][C:52]([CH3:55])=[CH:51][CH:50]=3)(=[O:48])=[O:47])[CH:36]=2)O1.C1(P(C2CCCCC2)C2C=CC=CC=2C2C(OC)=CC=CC=2OC)CCCCC1.C(=O)([O-])[O-].[K+].[K+].COCCOC.O. (4) Given the product [Cl:1][C:2]1[CH:3]=[C:4]([CH:8]2[C:9]([C:29]([O:31][CH2:32][C:33]3[CH:34]=[CH:35][CH:36]=[CH:37][CH:38]=3)=[O:30])=[C:10]([CH3:28])[NH:11][C:12](=[O:26])[N:13]2[C:14](=[O:15])[NH:48][CH2:47][CH2:46][CH:45]([C:39]2[CH:40]=[CH:41][CH:42]=[CH:43][CH:44]=2)[C:49]2[CH:50]=[CH:51][CH:52]=[CH:53][CH:54]=2)[CH:5]=[CH:6][CH:7]=1, predict the reactants needed to synthesize it. The reactants are: [Cl:1][C:2]1[CH:3]=[C:4]([CH:8]2[N:13]([C:14](OC3C=CC([N+]([O-])=O)=CC=3)=[O:15])[C:12]([O:26]C)=[N:11][C:10]([CH3:28])=[C:9]2[C:29]([O:31][CH2:32][C:33]2[CH:38]=[CH:37][CH:36]=[CH:35][CH:34]=2)=[O:30])[CH:5]=[CH:6][CH:7]=1.[C:39]1([CH:45]([C:49]2[CH:54]=[CH:53][CH:52]=[CH:51][CH:50]=2)[CH2:46][CH2:47][NH2:48])[CH:44]=[CH:43][CH:42]=[CH:41][CH:40]=1. (5) Given the product [C:29]([O:25][C:19]1[CH:20]=[C:21]2[C:16](=[CH:17][C:18]=1[O:26][CH3:27])[N:15]=[C:14]([C:4]1[CH:5]=[CH:6][C:7]([C:8]3[CH:9]=[CH:10][CH:11]=[CH:12][CH:13]=3)=[C:2]([F:1])[CH:3]=1)[NH:23][C:22]2=[O:24])(=[O:30])[CH3:28], predict the reactants needed to synthesize it. The reactants are: [F:1][C:2]1[CH:3]=[C:4]([C:14]2[NH:23][C:22](=[O:24])[C:21]3[C:16](=[CH:17][C:18]([O:26][CH3:27])=[C:19]([OH:25])[CH:20]=3)[N:15]=2)[CH:5]=[CH:6][C:7]=1[C:8]1[CH:13]=[CH:12][CH:11]=[CH:10][CH:9]=1.[CH3:28][C:29](OC(C)=O)=[O:30].